This data is from NCI-60 drug combinations with 297,098 pairs across 59 cell lines. The task is: Regression. Given two drug SMILES strings and cell line genomic features, predict the synergy score measuring deviation from expected non-interaction effect. (1) Drug 1: CCC1=CC2CC(C3=C(CN(C2)C1)C4=CC=CC=C4N3)(C5=C(C=C6C(=C5)C78CCN9C7C(C=CC9)(C(C(C8N6C)(C(=O)OC)O)OC(=O)C)CC)OC)C(=O)OC.C(C(C(=O)O)O)(C(=O)O)O. Drug 2: CC1=C(N=C(N=C1N)C(CC(=O)N)NCC(C(=O)N)N)C(=O)NC(C(C2=CN=CN2)OC3C(C(C(C(O3)CO)O)O)OC4C(C(C(C(O4)CO)O)OC(=O)N)O)C(=O)NC(C)C(C(C)C(=O)NC(C(C)O)C(=O)NCCC5=NC(=CS5)C6=NC(=CS6)C(=O)NCCC[S+](C)C)O. Cell line: BT-549. Synergy scores: CSS=32.3, Synergy_ZIP=-1.60, Synergy_Bliss=-0.422, Synergy_Loewe=-6.02, Synergy_HSA=0.946. (2) Drug 1: COC1=CC(=CC(=C1O)OC)C2C3C(COC3=O)C(C4=CC5=C(C=C24)OCO5)OC6C(C(C7C(O6)COC(O7)C8=CC=CS8)O)O. Drug 2: CS(=O)(=O)OCCCCOS(=O)(=O)C. Cell line: SF-295. Synergy scores: CSS=54.4, Synergy_ZIP=-0.230, Synergy_Bliss=0.884, Synergy_Loewe=1.85, Synergy_HSA=3.02.